From a dataset of Full USPTO retrosynthesis dataset with 1.9M reactions from patents (1976-2016). Predict the reactants needed to synthesize the given product. (1) The reactants are: Br[C:2]1[CH:12]=[CH:11][C:5]([C:6]([O:8][CH2:9][CH3:10])=[O:7])=[CH:4][CH:3]=1.[CH:13]1([C:16]#[CH:17])[CH2:15][CH2:14]1.C(N(CC)CC)C. Given the product [CH:13]1([C:16]#[C:17][C:2]2[CH:12]=[CH:11][C:5]([C:6]([O:8][CH2:9][CH3:10])=[O:7])=[CH:4][CH:3]=2)[CH2:15][CH2:14]1, predict the reactants needed to synthesize it. (2) Given the product [CH2:1]([C:8]1[O:12][N:11]=[CH:10][C:9]=1[C:13]([N:47]1[CH2:51][CH2:50][CH:49]([C:52]2[CH:53]=[N:54][CH:55]=[CH:56][CH:57]=2)[CH2:48]1)=[O:15])[C:2]1[CH:3]=[CH:4][CH:5]=[CH:6][CH:7]=1, predict the reactants needed to synthesize it. The reactants are: [CH2:1]([C:8]1[O:12][N:11]=[CH:10][C:9]=1[C:13]([OH:15])=O)[C:2]1[CH:7]=[CH:6][CH:5]=[CH:4][CH:3]=1.CN(C(ON1N=NC2C=CC=CC1=2)=[N+](C)C)C.[B-](F)(F)(F)F.C(N(C(C)C)C(C)C)C.[NH:47]1[CH2:51][CH2:50][CH:49]([C:52]2[CH:53]=[N:54][CH:55]=[CH:56][CH:57]=2)[CH2:48]1. (3) Given the product [F:19][C:7]1[CH:6]=[CH:5][C:4]([N:8]2[N:12]=[N:11][C:10]([C:13]3[CH:18]=[CH:17][CH:16]=[CH:15][N:14]=3)=[N:9]2)=[CH:3][CH:2]=1, predict the reactants needed to synthesize it. The reactants are: Cl[C:2]1[CH:3]=[C:4]([N:8]2[N:12]=[N:11][C:10]([C:13]3[CH:18]=[CH:17][CH:16]=[CH:15][N:14]=3)=[N:9]2)[CH:5]=[CH:6][CH:7]=1.[F:19]C1C=CC(NC2C=CC=CC=2)=CC=1.N1C=CC=CC=1C=O.